This data is from Forward reaction prediction with 1.9M reactions from USPTO patents (1976-2016). The task is: Predict the product of the given reaction. (1) Given the reactants [NH2:1][C:2]1[C:3]([CH3:13])=[C:4]([CH:9]=[C:10]([Cl:12])[CH:11]=1)[C:5]([O:7][CH3:8])=[O:6].[O:14]1[C:18]2([CH2:23][CH2:22][C:21](=O)[CH2:20][CH2:19]2)[O:17][CH2:16][CH2:15]1.C(O)(=O)C.C(O[BH-](OC(=O)C)OC(=O)C)(=O)C.[Na+], predict the reaction product. The product is: [O:14]1[C:18]2([CH2:23][CH2:22][CH:21]([NH:1][C:2]3[C:3]([CH3:13])=[C:4]([CH:9]=[C:10]([Cl:12])[CH:11]=3)[C:5]([O:7][CH3:8])=[O:6])[CH2:20][CH2:19]2)[O:17][CH2:16][CH2:15]1. (2) Given the reactants Br[C:2]1[CH:7]=[CH:6][C:5]([C:8]([F:11])([F:10])[F:9])=[CH:4][C:3]=1[F:12].[CH3:13][C:14]([O:17][C:18]([N:20]1[CH2:25][CH2:24][NH:23][CH2:22][CH2:21]1)=[O:19])([CH3:16])[CH3:15].C1(P(C2CCCCC2)C2C=CC=CC=2C2C=CC=CC=2)CCCCC1, predict the reaction product. The product is: [C:14]([O:17][C:18]([N:20]1[CH2:25][CH2:24][N:23]([C:2]2[CH:7]=[CH:6][C:5]([C:8]([F:11])([F:10])[F:9])=[CH:4][C:3]=2[F:12])[CH2:22][CH2:21]1)=[O:19])([CH3:16])([CH3:13])[CH3:15]. (3) The product is: [C:5](=[O:6])([O-:8])[O-:7].[Zr+4:4].[C:5](=[O:6])([O-:8])[O-:7].[O:1]([Cl:3])[Cl:2].[Zr:4]. Given the reactants [O:1]([Cl:3])[Cl:2].[Zr:4].[C:5](=[O:8])([O-:7])[O-:6].[Zr+4].[Na+], predict the reaction product. (4) Given the reactants [CH3:1][O:2][C:3](=[O:32])[CH:4]=[CH:5][C:6]1[CH:11]=[CH:10][CH:9]=[CH:8][C:7]=1[O:12][C:13]1[CH:18]=[CH:17][C:16]([CH2:19][CH:20]([NH:24][C:25]([O:27][C:28]([CH3:31])([CH3:30])[CH3:29])=[O:26])[C:21]([OH:23])=[O:22])=[CH:15][CH:14]=1.[H][H], predict the reaction product. The product is: [C:28]([O:27][C:25]([NH:24][CH:20]([CH2:19][C:16]1[CH:17]=[CH:18][C:13]([O:12][C:7]2[CH:8]=[CH:9][CH:10]=[CH:11][C:6]=2[CH2:5][CH2:4][C:3]([O:2][CH3:1])=[O:32])=[CH:14][CH:15]=1)[C:21]([OH:23])=[O:22])=[O:26])([CH3:30])([CH3:31])[CH3:29]. (5) Given the reactants [NH:1]1[C:5]2[CH:6]=[CH:7][CH:8]=[CH:9][C:4]=2[N:3]=[N:2]1.CC([O-])(C)C.[K+].C1COCC1.[CH2:21](Br)[C:22]1[CH:27]=[CH:26][CH:25]=[CH:24][CH:23]=1, predict the reaction product. The product is: [CH2:21]([N:1]1[C:5]2[CH:6]=[CH:7][CH:8]=[CH:9][C:4]=2[N:3]=[N:2]1)[C:22]1[CH:27]=[CH:26][CH:25]=[CH:24][CH:23]=1. (6) Given the reactants F[C:2]1[CH:3]=[C:4]([Cl:10])[CH:5]=[C:6]([CH:9]=1)[C:7]#[N:8].C([O-])([O-])=O.[K+].[K+].[CH3:17][N:18]1[CH2:23][CH2:22][NH:21][CH2:20][CH2:19]1.Cl, predict the reaction product. The product is: [Cl:10][C:4]1[CH:5]=[C:6]([CH:9]=[C:2]([N:21]2[CH2:22][CH2:23][N:18]([CH3:17])[CH2:19][CH2:20]2)[CH:3]=1)[C:7]#[N:8]. (7) Given the reactants [CH3:1][S:2][C:3]1[CH:4]=[C:5]([CH:7]=[CH:8][CH:9]=1)[NH2:6].[N:10]#[C:11]Br, predict the reaction product. The product is: [CH3:1][S:2][C:3]1[CH:4]=[C:5]([NH:6][C:11]#[N:10])[CH:7]=[CH:8][CH:9]=1. (8) Given the reactants [C:1]([O:4][C@H:5]([CH3:29])[CH2:6][CH2:7][CH2:8][CH2:9][N:10]1[C:19](=[O:20])[C:18]2[N:17](CC3C=CC=CC=3)[CH:16]=[N:15][C:14]=2[N:13]([CH3:28])[C:11]1=[O:12])(=[O:3])[CH3:2].[H][H], predict the reaction product. The product is: [C:1]([O:4][C@H:5]([CH3:29])[CH2:6][CH2:7][CH2:8][CH2:9][N:10]1[C:19](=[O:20])[C:18]2[NH:17][CH:16]=[N:15][C:14]=2[N:13]([CH3:28])[C:11]1=[O:12])(=[O:3])[CH3:2]. (9) Given the reactants [F:1][C:2]([F:18])([CH2:14][CH:15]([CH3:17])[CH3:16])[CH2:3][O:4][C:5]1[CH:10]=[C:9]([CH3:11])[C:8](Br)=[CH:7][C:6]=1[CH3:13].C1([Si]([NH2:38])(C2C=CC=CC=2)C2C=CC=CC=2)C=CC=CC=1.C1(P(C2CCCCC2)C2C=CC=CC=2C2C=CC=CC=2)CCCCC1.C[Si](C)(C)[N-][Si](C)(C)C.[Li+].Cl.C(=O)([O-])O.[Na+], predict the reaction product. The product is: [F:1][C:2]([F:18])([CH2:14][CH:15]([CH3:17])[CH3:16])[CH2:3][O:4][C:5]1[CH:10]=[C:9]([CH3:11])[C:8]([NH2:38])=[CH:7][C:6]=1[CH3:13].